From a dataset of NCI-60 drug combinations with 297,098 pairs across 59 cell lines. Regression. Given two drug SMILES strings and cell line genomic features, predict the synergy score measuring deviation from expected non-interaction effect. (1) Drug 1: C1CC(=O)NC(=O)C1N2CC3=C(C2=O)C=CC=C3N. Drug 2: C1CN(CCN1C(=O)CCBr)C(=O)CCBr. Cell line: LOX IMVI. Synergy scores: CSS=23.8, Synergy_ZIP=-8.45, Synergy_Bliss=-4.97, Synergy_Loewe=-4.17, Synergy_HSA=-0.694. (2) Drug 1: C1=CC(=C2C(=C1NCCNCCO)C(=O)C3=C(C=CC(=C3C2=O)O)O)NCCNCCO. Drug 2: C1=C(C(=O)NC(=O)N1)F. Cell line: SK-MEL-28. Synergy scores: CSS=52.3, Synergy_ZIP=-4.18, Synergy_Bliss=1.96, Synergy_Loewe=-3.36, Synergy_HSA=9.41. (3) Synergy scores: CSS=29.9, Synergy_ZIP=-1.88, Synergy_Bliss=0.546, Synergy_Loewe=-0.0501, Synergy_HSA=4.58. Cell line: MDA-MB-231. Drug 1: CC(CN1CC(=O)NC(=O)C1)N2CC(=O)NC(=O)C2. Drug 2: CC1OCC2C(O1)C(C(C(O2)OC3C4COC(=O)C4C(C5=CC6=C(C=C35)OCO6)C7=CC(=C(C(=C7)OC)O)OC)O)O. (4) Synergy scores: CSS=36.7, Synergy_ZIP=-3.68, Synergy_Bliss=-0.866, Synergy_Loewe=0.895, Synergy_HSA=1.69. Cell line: M14. Drug 1: C1=CC=C(C(=C1)C(C2=CC=C(C=C2)Cl)C(Cl)Cl)Cl. Drug 2: CCC1(C2=C(COC1=O)C(=O)N3CC4=CC5=C(C=CC(=C5CN(C)C)O)N=C4C3=C2)O.Cl.